From a dataset of Full USPTO retrosynthesis dataset with 1.9M reactions from patents (1976-2016). Predict the reactants needed to synthesize the given product. (1) Given the product [O:1]1[CH:5]=[CH:4][C:3]([CH:6]=[CH:10][C:9]#[N:8])=[CH:2]1, predict the reactants needed to synthesize it. The reactants are: [O:1]1[CH:5]=[CH:4][C:3]([CH:6]=O)=[CH:2]1.[NH:8]1C=C[C:10](C=O)=[CH:9]1.C1CCN2C(=NCCC2)CC1. (2) Given the product [F:20][C:15]1[CH:14]=[C:13]([C:11]2[O:1][N:2]=[C:3]([C:4]3[CH:5]=[N:6][CH:7]=[N:8][CH:9]=3)[CH:12]=2)[CH:18]=[CH:17][C:16]=1[F:19], predict the reactants needed to synthesize it. The reactants are: [OH:1][N:2]=[C:3](Cl)[C:4]1[CH:5]=[N:6][CH:7]=[N:8][CH:9]=1.[C:11]([C:13]1[CH:18]=[CH:17][C:16]([F:19])=[C:15]([F:20])[CH:14]=1)#[CH:12].N. (3) Given the product [CH3:1][C:2]1[O:6][C:5]([C:7]2[CH:8]=[CH:9][CH:10]=[CH:11][CH:12]=2)=[N:4][C:3]=1[CH2:13][O:14][C:15]1[CH:33]=[CH:32][C:18]([CH2:19][O:20][C:21]2[CH:22]=[CH:23][C:24]([CH2:27][C:28]([OH:30])=[O:29])=[CH:25][CH:26]=2)=[CH:17][CH:16]=1, predict the reactants needed to synthesize it. The reactants are: [CH3:1][C:2]1[O:6][C:5]([C:7]2[CH:12]=[CH:11][CH:10]=[CH:9][CH:8]=2)=[N:4][C:3]=1[CH2:13][O:14][C:15]1[CH:33]=[CH:32][C:18]([CH2:19][O:20][C:21]2[CH:26]=[CH:25][C:24]([CH2:27][C:28]([O:30]C)=[O:29])=[CH:23][CH:22]=2)=[CH:17][CH:16]=1.O1CCCC1.[OH-].[Na+].Cl. (4) Given the product [B:1]([O-:4])([OH:3])[OH:2].[CH3:10][N+:11]1[CH:15]=[CH:14][N:13]([CH2:16][CH3:17])[CH:12]=1, predict the reactants needed to synthesize it. The reactants are: [B:1]([OH:4])([OH:3])[OH:2].S([O-])(O)(=O)=O.[CH3:10][N+:11]1[CH:15]=[CH:14][N:13]([CH2:16][CH3:17])[CH:12]=1. (5) Given the product [CH3:44][C:31]1([CH3:45])[CH2:30][C@H:29]([NH:28][CH2:27][C@@H:9]([OH:8])[C@@H:10]([NH:19][C:20](=[O:26])[O:21][C:22]([CH3:23])([CH3:24])[CH3:25])[CH2:11][C:12]2[CH:17]=[CH:16][CH:15]=[C:14]([F:18])[CH:13]=2)[C:38]2[C:33](=[CH:34][CH:35]=[C:36]([CH2:39][C:40]([CH3:43])([CH3:42])[CH3:41])[CH:37]=2)[NH:32]1, predict the reactants needed to synthesize it. The reactants are: [Si]([O:8][C@H:9]([CH2:27][NH:28][C@@H:29]1[C:38]2[C:33](=[CH:34][CH:35]=[C:36]([CH2:39][C:40]([CH3:43])([CH3:42])[CH3:41])[CH:37]=2)[NH:32][C:31]([CH3:45])([CH3:44])[CH2:30]1)[C@@H:10]([NH:19][C:20](=[O:26])[O:21][C:22]([CH3:25])([CH3:24])[CH3:23])[CH2:11][C:12]1[CH:17]=[CH:16][CH:15]=[C:14]([F:18])[CH:13]=1)(C(C)(C)C)(C)C.C(Cl)Cl.[F-].C([N+](CCCC)(CCCC)CCCC)CCC.CCOC(C)=O. (6) The reactants are: [CH3:1][O:2][C:3]([N:5]1[CH2:10][CH2:9][CH:8]([C:11]([OH:13])=O)[CH2:7][CH:6]1[C:14]1[CH:19]=[CH:18][CH:17]=[CH:16][CH:15]=1)=[O:4].N1(C(N2C=CN=C2)=O)C=CN=C1.[CH2:32]([O:34][C:35](=[O:40])[CH2:36][C:37]([O-:39])=O)[CH3:33].[K+].[Cl-].[Mg+2].[Cl-].Cl. Given the product [CH2:32]([O:34][C:35](=[O:40])[CH2:36][C:11]([C@@H:8]1[CH2:9][CH2:10][N:5]([C:3]([O:2][CH3:1])=[O:4])[C@@H:6]([C:14]2[CH:19]=[CH:18][CH:17]=[CH:16][CH:15]=2)[CH2:7]1)=[O:13])[CH3:33].[CH2:32]([O:34][C:35](=[O:40])[CH2:36][C:37]([C@H:8]1[CH2:9][CH2:10][N:5]([C:3]([O:2][CH3:1])=[O:4])[C@@H:6]([C:14]2[CH:19]=[CH:18][CH:17]=[CH:16][CH:15]=2)[CH2:7]1)=[O:39])[CH3:33], predict the reactants needed to synthesize it. (7) Given the product [C:8]([C:7]1[N:6]=[CH:5][C:4]([NH:10][C@H:11]([CH:15]([CH3:17])[CH3:16])[C:12]([NH2:14])=[O:13])=[CH:3][C:2]=1[NH:25][C:23]1[S:22][N:21]=[C:20]([CH3:19])[CH:24]=1)#[N:9], predict the reactants needed to synthesize it. The reactants are: Br[C:2]1[CH:3]=[C:4]([NH:10][C@H:11]([CH:15]([CH3:17])[CH3:16])[C:12]([NH2:14])=[O:13])[CH:5]=[N:6][C:7]=1[C:8]#[N:9].Cl.[CH3:19][C:20]1[CH:24]=[C:23]([NH2:25])[S:22][N:21]=1.O(C1C=CC=CC=1)[Na].O.O.O.CC1(C)C2C(=C(P(C3C=CC=CC=3)C3C=CC=CC=3)C=CC=2)OC2C(P(C3C=CC=CC=3)C3C=CC=CC=3)=CC=CC1=2. (8) Given the product [OH:13][C:9]1[CH:8]=[CH:7][C:6]2[O:1][CH2:2][CH2:3][O:4][C:5]=2[CH:10]=1, predict the reactants needed to synthesize it. The reactants are: [O:1]1[C:6]2[CH:7]=[CH:8][C:9](C=O)=[CH:10][C:5]=2[O:4][CH2:3][CH2:2]1.[OH:13]S(O)(=O)=O.OO.